From a dataset of Forward reaction prediction with 1.9M reactions from USPTO patents (1976-2016). Predict the product of the given reaction. (1) The product is: [F:38][C:16]([F:15])([F:37])[C:17]1[CH:18]=[C:19]([CH2:23][CH2:24][N:25]([CH2:26][C:27]2[CH:32]=[CH:31][C:30]([Si:33]([CH3:35])([CH3:34])[CH3:36])=[CH:29][CH:28]=2)[C:12]([C:9]2[C:10]([F:11])=[C:2]([Cl:1])[CH:3]=[C:4]3[C:8]=2[NH:7][CH:6]=[CH:5]3)=[O:14])[CH:20]=[CH:21][CH:22]=1. Given the reactants [Cl:1][C:2]1[CH:3]=[C:4]2[C:8](=[C:9]([C:12]([OH:14])=O)[C:10]=1[F:11])[NH:7][CH:6]=[CH:5]2.[F:15][C:16]([F:38])([F:37])[C:17]1[CH:18]=[C:19]([CH2:23][CH2:24][NH:25][CH2:26][C:27]2[CH:32]=[CH:31][C:30]([Si:33]([CH3:36])([CH3:35])[CH3:34])=[CH:29][CH:28]=2)[CH:20]=[CH:21][CH:22]=1, predict the reaction product. (2) Given the reactants [OH:1][C:2]1[CH:11]=[C:10]2[C:5]([CH:6]=[C:7]([S:16](Cl)(=[O:18])=[O:17])[CH:8]=[C:9]2[S:12](Cl)(=[O:14])=[O:13])=[CH:4][CH:3]=1.[NH2:20][C:21]1[CH:22]=[C:23]([CH:27]=[CH:28][CH:29]=1)[C:24]([NH2:26])=[O:25], predict the reaction product. The product is: [C:24]([C:23]1[CH:22]=[C:21]([NH:20][S:12]([C:9]2[C:10]3[C:5](=[CH:4][CH:3]=[C:2]([OH:1])[CH:11]=3)[CH:6]=[C:7]([S:16]([NH:20][C:21]3[CH:29]=[CH:28][CH:27]=[C:23]([C:24](=[O:25])[NH2:26])[CH:22]=3)(=[O:18])=[O:17])[CH:8]=2)(=[O:14])=[O:13])[CH:29]=[CH:28][CH:27]=1)(=[O:25])[NH2:26]. (3) Given the reactants [N:1]1[CH:6]=[CH:5][CH:4]=[C:3]([C:7]2[S:11][C:10]([C:12]([OH:14])=[O:13])=[CH:9][CH:8]=2)[CH:2]=1.ClC1C=C(C(OO)=[O:23])C=CC=1, predict the reaction product. The product is: [C:12]([C:10]1[S:11][C:7]([C:3]2[CH:2]=[N+:1]([O-:23])[CH:6]=[CH:5][CH:4]=2)=[CH:8][CH:9]=1)([OH:14])=[O:13]. (4) Given the reactants [Br:1][C:2]1[CH:7]=[C:6]([CH3:8])[C:5]([C:9]2[C:10](=[O:24])[CH:11]([CH:16](O)[C:17]3[CH:22]=[CH:21][CH:20]=[CH:19][N:18]=3)[CH2:12][C:13]=2[O:14][CH3:15])=[C:4]([CH3:25])[CH:3]=1.C(N(CC)CC)C.CS(Cl)(=O)=O.C(=O)([O-])[O-].[K+].[K+], predict the reaction product. The product is: [Br:1][C:2]1[CH:3]=[C:4]([CH3:25])[C:5]([C:9]2[C:10](=[O:24])[C:11](=[CH:16][C:17]3[CH:22]=[CH:21][CH:20]=[CH:19][N:18]=3)[CH2:12][C:13]=2[O:14][CH3:15])=[C:6]([CH3:8])[CH:7]=1. (5) The product is: [CH3:1][C:2]1[N:3]=[C:4]2[CH:9]=[CH:8][C:7]([NH:10][C:11](=[O:24])[C:12]3[CH:17]=[CH:16][C:15]([CH:18]4[CH2:23][CH2:22][N:21]([CH3:26])[CH2:20][CH2:19]4)=[N:14][CH:13]=3)=[CH:6][N:5]2[CH:25]=1. Given the reactants [CH3:1][C:2]1[N:3]=[C:4]2[CH:9]=[CH:8][C:7]([NH:10][C:11](=[O:24])[C:12]3[CH:17]=[CH:16][C:15]([CH:18]4[CH2:23][CH2:22][NH:21][CH2:20][CH2:19]4)=[N:14][CH:13]=3)=[CH:6][N:5]2[CH:25]=1.[C:26](O[BH-](OC(=O)C)OC(=O)C)(=O)C.[Na+].C=O, predict the reaction product. (6) The product is: [C:16]([O:20][C:21](=[O:40])[NH:22][C:23]1[CH:28]=[CH:27][C:26]([O:29][C:30]2[CH:35]=[CH:34][N:33]=[C:32]([NH2:50])[CH:31]=2)=[CH:25][C:24]=1[F:39])([CH3:19])([CH3:18])[CH3:17]. Given the reactants C(O)(=O)C.C(O)(=O)C.IC1C=CC=CC=1.[C:16]([O:20][C:21](=[O:40])[NH:22][C:23]1[CH:28]=[CH:27][C:26]([O:29][C:30]2[CH:35]=[CH:34][N:33]=[C:32](C(=O)N)[CH:31]=2)=[CH:25][C:24]=1[F:39])([CH3:19])([CH3:18])[CH3:17].C(OCC)(=O)C.[OH-].[Na+].C[N:50](C)C=O, predict the reaction product. (7) Given the reactants [NH:1]1[C:9]2[C:4](=[CH:5][CH:6]=[CH:7][CH:8]=2)[C:3]2([C:13]3=[CH:14][C:15]4[O:19][CH2:18][O:17][C:16]=4[CH:20]=[C:12]3[O:11][CH2:10]2)[C:2]1=[O:21].Cl[CH2:23][C:24]1[O:25][CH:26]=[C:27]([C:29]([O:31][CH3:32])=[O:30])[N:28]=1.C(=O)([O-])[O-].[Cs+].[Cs+], predict the reaction product. The product is: [O:21]=[C:2]1[C:3]2([C:13]3=[CH:14][C:15]4[O:19][CH2:18][O:17][C:16]=4[CH:20]=[C:12]3[O:11][CH2:10]2)[C:4]2[C:9](=[CH:8][CH:7]=[CH:6][CH:5]=2)[N:1]1[CH2:23][C:24]1[O:25][CH:26]=[C:27]([C:29]([O:31][CH3:32])=[O:30])[N:28]=1. (8) Given the reactants [Cl:1][C:2]1[C:3]([OH:16])=[C:4]([CH:12]([OH:15])[CH2:13][CH3:14])[C:5]([OH:11])=[C:6]([C:9]=1[CH3:10])[CH:7]=[O:8].Cl[C:18]1[C:19](O)=[C:20]([CH:28](O)[CH2:29][CH2:30][CH2:31]C)C(O)=[C:22]([C:25]=1C)C=O.ClC1C(O)=C(C(O)CCCCCC)C(O)=C(C=1C)C=O.ClC1C(O)=C(C(O)CCCCCCCC)C(O)=C(C=1C)C=O.ClC1C(O)=C(C(O)CCCCCCCCC)C(O)=C(C=1C)C=O, predict the reaction product. The product is: [Cl:1][C:2]1[C:3]([OH:16])=[C:4]([CH:12]([OH:15])[CH2:13][CH2:14][CH2:22][CH2:25][CH2:18][CH2:19][CH2:20][CH2:28][CH2:29][CH2:30][CH3:31])[C:5]([OH:11])=[C:6]([C:9]=1[CH3:10])[CH:7]=[O:8].